This data is from Forward reaction prediction with 1.9M reactions from USPTO patents (1976-2016). The task is: Predict the product of the given reaction. (1) Given the reactants [OH:1][CH2:2][CH2:3][CH2:4][CH2:5][C:6]1[C:14]2[C:9](=[CH:10][CH:11]=[C:12]([C:15]#[N:16])[CH:13]=2)[NH:8][CH:7]=1.[S:17](Cl)([C:20]1[CH:26]=[CH:25][C:23]([CH3:24])=[CH:22][CH:21]=1)(=[O:19])=[O:18], predict the reaction product. The product is: [CH3:24][C:23]1[CH:25]=[CH:26][C:20]([S:17]([O:1][CH2:2][CH2:3][CH2:4][CH2:5][C:6]2[C:14]3[C:9](=[CH:10][CH:11]=[C:12]([C:15]#[N:16])[CH:13]=3)[NH:8][CH:7]=2)(=[O:19])=[O:18])=[CH:21][CH:22]=1. (2) Given the reactants [Br:1][C:2]1[CH:10]=[CH:9][C:5]([C:6]([OH:8])=O)=[CH:4][C:3]=1[F:11].Cl.C(N=C=NCCCN(C)C)C.ON1C2C=CC=CC=2N=N1.[C:34]([O:38][C:39]([N:41]1[CH2:46][CH2:45][NH:44][CH2:43][CH2:42]1)=[O:40])([CH3:37])([CH3:36])[CH3:35].[OH-].[Na+], predict the reaction product. The product is: [C:34]([O:38][C:39]([N:41]1[CH2:46][CH2:45][N:44]([C:6](=[O:8])[C:5]2[CH:9]=[CH:10][C:2]([Br:1])=[C:3]([F:11])[CH:4]=2)[CH2:43][CH2:42]1)=[O:40])([CH3:37])([CH3:35])[CH3:36]. (3) Given the reactants [Si:1]([O:8][C@H:9]1[CH2:13][C@H:12]([N:14]2[C:18]3[N:19]=[CH:20][N:21]=[C:22](Cl)[C:17]=3[CH:16]=[CH:15]2)[CH2:11][C@H:10]1[CH2:24][OH:25])([C:4]([CH3:7])([CH3:6])[CH3:5])([CH3:3])[CH3:2].CC1(C)C(C)(C)OB([C:34]2[NH:35][C:36]3[C:41]([CH:42]=2)=[CH:40][CH:39]=[C:38]([C:43]([F:46])([F:45])[F:44])[CH:37]=3)O1.C(=O)([O-])[O-].[Cs+].[Cs+].O1CCOCC1, predict the reaction product. The product is: [Si:1]([O:8][C@H:9]1[CH2:13][C@H:12]([N:14]2[C:18]3[N:19]=[CH:20][N:21]=[C:22]([C:34]4[NH:35][C:36]5[C:41]([CH:42]=4)=[CH:40][CH:39]=[C:38]([C:43]([F:44])([F:46])[F:45])[CH:37]=5)[C:17]=3[CH:16]=[CH:15]2)[CH2:11][C@H:10]1[CH2:24][OH:25])([C:4]([CH3:7])([CH3:6])[CH3:5])([CH3:3])[CH3:2]. (4) Given the reactants [Li]CCCC.[F:6][C:7]1[C:12]([F:13])=[C:11]([O:14][CH2:15][CH2:16][CH3:17])[CH:10]=[CH:9][C:8]=1[C:18]1[CH:23]=[CH:22][C:21]([C:24]2[Se:25][CH:26]=[CH:27][CH:28]=2)=[CH:20][CH:19]=1.[CH:29](N1CCOCC1)=[O:30].Cl, predict the reaction product. The product is: [F:6][C:7]1[C:12]([F:13])=[C:11]([O:14][CH2:15][CH2:16][CH3:17])[CH:10]=[CH:9][C:8]=1[C:18]1[CH:23]=[CH:22][C:21]([C:24]2[Se:25][C:26]([CH:29]=[O:30])=[CH:27][CH:28]=2)=[CH:20][CH:19]=1. (5) Given the reactants [CH2:1]([NH:3][CH2:4][CH3:5])[CH3:2].[CH3:6][Si:7]([CH3:22])([CH2:16][CH2:17][Si:18]([CH3:21])([CH3:20])[CH3:19])[CH2:8][CH2:9][CH2:10][O:11][CH2:12][CH:13]1[CH2:15][O:14]1, predict the reaction product. The product is: [CH2:1]([N:3]([CH2:4][CH3:5])[CH2:15][CH:13]([OH:14])[CH2:12][O:11][CH2:10][CH2:9][CH2:8][Si:7]([CH3:22])([CH3:6])[CH2:16][CH2:17][Si:18]([CH3:21])([CH3:20])[CH3:19])[CH3:2]. (6) Given the reactants [NH2:1][C:2]1[NH:6][N:5]=[C:4]([CH3:7])[C:3]=1[C:8]1[C:13]([Cl:14])=[CH:12][C:11]([O:15][CH2:16][CH3:17])=[CH:10][C:9]=1[Cl:18].C(O[C:22](=[NH:24])[CH3:23])C.[C:25]([OH:28])(=[O:27])[CH3:26], predict the reaction product. The product is: [C:25]([OH:28])(=[O:27])[CH3:26].[NH:24]=[CH:22][CH2:23][NH:1][C:2]1[NH:6][N:5]=[C:4]([CH3:7])[C:3]=1[C:8]1[C:13]([Cl:14])=[CH:12][C:11]([O:15][CH2:16][CH3:17])=[CH:10][C:9]=1[Cl:18]. (7) Given the reactants [F:1][C:2]([F:23])([F:22])[C:3]1[CH:17]=[C:16]([C:18]([F:21])([F:20])[F:19])[CH:15]=[CH:14][C:4]=1[CH2:5][N:6]1[CH2:11][CH2:10][CH:9]([CH:12]=O)[CH2:8][CH2:7]1.[OH:24][C:25]([CH3:35])([CH3:34])[CH2:26][NH:27][C:28]1[CH2:32][S:31][C:30](=[O:33])[N:29]=1.C([O-])(=O)C.[NH2+]1CCCCC1, predict the reaction product. The product is: [F:23][C:2]([F:1])([F:22])[C:3]1[CH:17]=[C:16]([C:18]([F:21])([F:20])[F:19])[CH:15]=[CH:14][C:4]=1[CH2:5][N:6]1[CH2:11][CH2:10][CH:9](/[CH:12]=[C:32]2/[C:28]([NH:27][CH2:26][C:25]([OH:24])([CH3:35])[CH3:34])=[N:29][C:30](=[O:33])[S:31]/2)[CH2:8][CH2:7]1.